Dataset: Retrosynthesis with 50K atom-mapped reactions and 10 reaction types from USPTO. Task: Predict the reactants needed to synthesize the given product. Given the product CNC(=O)Nc1cc(CNc2ccccc2C(=O)Nc2ccc3nn(CCO)cc3c2)ccn1, predict the reactants needed to synthesize it. The reactants are: CNC(=O)Nc1cc(CNc2ccccc2C(=O)Nc2ccc3nn(CCOC)cc3c2)ccn1.